Dataset: Full USPTO retrosynthesis dataset with 1.9M reactions from patents (1976-2016). Task: Predict the reactants needed to synthesize the given product. (1) The reactants are: [Br:1][C:2]1[CH:3]=[CH:4][C:5]([NH:8][C:9](=[O:27])[C:10]2[CH:15]=[C:14]([S:16][C:17]3[N:18]([CH3:22])[CH:19]=[CH:20][N:21]=3)[C:13]([F:23])=[CH:12][C:11]=2[N+:24]([O-])=O)=[N:6][CH:7]=1.[NH4+].[Cl-]. Given the product [NH2:24][C:11]1[CH:12]=[C:13]([F:23])[C:14]([S:16][C:17]2[N:18]([CH3:22])[CH:19]=[CH:20][N:21]=2)=[CH:15][C:10]=1[C:9]([NH:8][C:5]1[CH:4]=[CH:3][C:2]([Br:1])=[CH:7][N:6]=1)=[O:27], predict the reactants needed to synthesize it. (2) Given the product [F:1][C:2]1[CH:3]=[CH:4][C:5]([C:8]2[N:12]=[C:11]([CH:13]3[CH2:18][CH2:17][N:16]([CH2:27][C:28]([C:30]4[CH:35]=[CH:34][CH:33]=[CH:32][CH:31]=4)=[O:29])[CH2:15][CH2:14]3)[N:10]([C:19]3[N:20]=[CH:21][CH:22]=[CH:23][N:24]=3)[N:9]=2)=[CH:6][CH:7]=1, predict the reactants needed to synthesize it. The reactants are: [F:1][C:2]1[CH:7]=[CH:6][C:5]([C:8]2[N:12]=[C:11]([CH:13]3[CH2:18][CH2:17][NH:16][CH2:15][CH2:14]3)[N:10]([C:19]3[N:24]=[CH:23][CH:22]=[CH:21][N:20]=3)[N:9]=2)=[CH:4][CH:3]=1.Cl.Br[CH2:27][C:28]([C:30]1[CH:35]=[CH:34][CH:33]=[CH:32][CH:31]=1)=[O:29].C(=O)([O-])[O-].[K+].[K+]. (3) Given the product [CH3:1][C:2]1[CH:7]=[CH:6][C:5]([S:8]([O:11][CH2:12][CH:13]2[CH2:17][C:16]3[CH:18]=[C:19]([Cl:24])[CH:20]=[C:21]([OH:22])[C:15]=3[O:14]2)(=[O:9])=[O:10])=[CH:4][CH:3]=1, predict the reactants needed to synthesize it. The reactants are: [CH3:1][C:2]1[CH:7]=[CH:6][C:5]([S:8]([O:11][CH2:12][CH:13]2[CH2:17][C:16]3[CH:18]=[C:19]([Cl:24])[CH:20]=[C:21]([O:22]C)[C:15]=3[O:14]2)(=[O:10])=[O:9])=[CH:4][CH:3]=1. (4) Given the product [CH3:10][O:9][N:7]([CH3:8])[C:5]([C:4]1[CH:11]=[CH:12][N:13]=[C:2]([NH:66][C:67](=[O:69])[O:68][C:21]([CH3:47])([CH3:22])[CH3:20])[CH:3]=1)=[O:6], predict the reactants needed to synthesize it. The reactants are: Cl[C:2]1[CH:3]=[C:4]([CH:11]=[CH:12][N:13]=1)[C:5]([N:7]([O:9][CH3:10])[CH3:8])=[O:6].C([O-])([O-])=O.[Cs+].[Cs+].[CH3:20][C:21]1(C)[C:47]2C(=C(P(C3C=CC=CC=3)C3C=CC=CC=3)C=CC=2)OC2C(P(C3C=CC=CC=3)C3C=CC=CC=3)=CC=C[C:22]1=2.C([NH:66][C:67](=[O:69])[O-:68])(C)(C)C. (5) Given the product [NH2:56][C:4](=[O:44])[CH2:5][C:6]1[C:7]([CH2:12][CH2:13][C:14]2[C:19]([C:20]([F:21])([F:23])[F:22])=[CH:18][N:17]=[C:16]([NH:24][C:25]3[CH:30]=[CH:29][C:28]([CH:31]4[CH2:32][CH2:33][N:34]([C:37]([O:39][C:40]([CH3:42])([CH3:43])[CH3:41])=[O:38])[CH2:35][CH2:36]4)=[CH:27][CH:26]=3)[N:15]=2)=[N:8][CH:9]=[CH:10][N:11]=1, predict the reactants needed to synthesize it. The reactants are: C(O[C:4](=[O:44])[CH2:5][C:6]1[C:7]([CH2:12][CH2:13][C:14]2[C:19]([C:20]([F:23])([F:22])[F:21])=[CH:18][N:17]=[C:16]([NH:24][C:25]3[CH:30]=[CH:29][C:28]([CH:31]4[CH2:36][CH2:35][N:34]([C:37]([O:39][C:40]([CH3:43])([CH3:42])[CH3:41])=[O:38])[CH2:33][CH2:32]4)=[CH:27][CH:26]=3)[N:15]=2)=[N:8][CH:9]=[CH:10][N:11]=1)C.O.[OH-].[Li+].[Cl-].[NH4+].C1C=CC2N(O)N=[N:56]C=2C=1.C1CN([P+](ON2N=NC3C=CC=CC2=3)(N2CCCC2)N2CCCC2)CC1.F[P-](F)(F)(F)(F)F.CCN(C(C)C)C(C)C. (6) Given the product [N:6]([C:5]1[CH:7]=[CH:8][C:2]([F:1])=[CH:3][CH:4]=1)=[N+:14]=[N-:15], predict the reactants needed to synthesize it. The reactants are: [F:1][C:2]1[CH:8]=[CH:7][C:5]([NH2:6])=[CH:4][CH:3]=1.Cl.N([O-])=O.[Na+].[N-:14]=[N+:15]=[N-].[Na+]. (7) Given the product [CH3:1][N:2]([CH3:16])[S:3]([C:6]1[CH:7]=[C:8]2[C:12](=[CH:13][CH:14]=1)[NH:11][C:10](=[O:15])[C:9]2=[CH:27][C:17]1[C:26]2[C:20]([CH:21]=[CH:22][CH:23]=[CH:24][CH:25]=2)=[CH:19][CH:18]=1)(=[O:5])=[O:4], predict the reactants needed to synthesize it. The reactants are: [CH3:1][N:2]([CH3:16])[S:3]([C:6]1[CH:7]=[C:8]2[C:12](=[CH:13][CH:14]=1)[NH:11][C:10](=[O:15])[CH2:9]2)(=[O:5])=[O:4].[C:17]1([CH:27]=O)[C:26]2[C:20]([CH:21]=[CH:22][CH:23]=[CH:24][CH:25]=2)=[CH:19][CH:18]=1.N1CCCC1. (8) Given the product [CH2:1]([NH:3][C:4]1[S:5][CH:6]2[O:12][CH:11]([CH:13]=[O:14])[CH:10]([OH:19])[CH:9]([OH:20])[CH:7]2[N:8]=1)[CH3:2], predict the reactants needed to synthesize it. The reactants are: [CH2:1]([NH:3][C:4]1[S:5][C@H:6]2[O:12][C@H:11]([C:13](N(OC)C)=[O:14])[C@@H:10]([OH:19])[C@H:9]([OH:20])[C@H:7]2[N:8]=1)[CH3:2].C([AlH]CC(C)C)C(C)C. (9) Given the product [Cl:8][C:9]1[C:10]([CH2:35][NH:36][C:37]2[CH:42]=[CH:41][C:40]([C:43]3[CH:48]=[CH:47][C:46]([Cl:49])=[CH:45][C:44]=3[Cl:50])=[CH:39][CH:38]=2)=[C:11]([C:19]2[CH:20]=[CH:21][C:22]([C:25]([NH:27][CH2:28][CH2:29][C:30]([OH:32])=[O:31])=[O:26])=[N:23][CH:24]=2)[CH:12]=[C:13]([C:15]([F:16])([F:17])[F:18])[CH:14]=1, predict the reactants needed to synthesize it. The reactants are: [OH-].[Na+].C1COCC1.[Cl:8][C:9]1[C:10]([CH2:35][NH:36][C:37]2[CH:42]=[CH:41][C:40]([C:43]3[CH:48]=[CH:47][C:46]([Cl:49])=[CH:45][C:44]=3[Cl:50])=[CH:39][CH:38]=2)=[C:11]([C:19]2[CH:20]=[CH:21][C:22]([C:25]([NH:27][CH2:28][CH2:29][C:30]([O:32]CC)=[O:31])=[O:26])=[N:23][CH:24]=2)[CH:12]=[C:13]([C:15]([F:18])([F:17])[F:16])[CH:14]=1.Cl.